This data is from NCI-60 drug combinations with 297,098 pairs across 59 cell lines. The task is: Regression. Given two drug SMILES strings and cell line genomic features, predict the synergy score measuring deviation from expected non-interaction effect. (1) Drug 1: CCCCC(=O)OCC(=O)C1(CC(C2=C(C1)C(=C3C(=C2O)C(=O)C4=C(C3=O)C=CC=C4OC)O)OC5CC(C(C(O5)C)O)NC(=O)C(F)(F)F)O. Drug 2: CCC1(C2=C(COC1=O)C(=O)N3CC4=CC5=C(C=CC(=C5CN(C)C)O)N=C4C3=C2)O.Cl. Cell line: LOX IMVI. Synergy scores: CSS=62.9, Synergy_ZIP=-2.71, Synergy_Bliss=-3.60, Synergy_Loewe=-1.69, Synergy_HSA=1.27. (2) Drug 1: CS(=O)(=O)CCNCC1=CC=C(O1)C2=CC3=C(C=C2)N=CN=C3NC4=CC(=C(C=C4)OCC5=CC(=CC=C5)F)Cl. Drug 2: CC1=C(N=C(N=C1N)C(CC(=O)N)NCC(C(=O)N)N)C(=O)NC(C(C2=CN=CN2)OC3C(C(C(C(O3)CO)O)O)OC4C(C(C(C(O4)CO)O)OC(=O)N)O)C(=O)NC(C)C(C(C)C(=O)NC(C(C)O)C(=O)NCCC5=NC(=CS5)C6=NC(=CS6)C(=O)NCCC[S+](C)C)O. Cell line: PC-3. Synergy scores: CSS=7.84, Synergy_ZIP=-2.76, Synergy_Bliss=2.89, Synergy_Loewe=-7.89, Synergy_HSA=-1.18. (3) Drug 1: C1=NC2=C(N=C(N=C2N1C3C(C(C(O3)CO)O)O)F)N. Synergy scores: CSS=30.1, Synergy_ZIP=-8.18, Synergy_Bliss=1.99, Synergy_Loewe=-14.8, Synergy_HSA=2.30. Cell line: BT-549. Drug 2: C1=NC(=NC(=O)N1C2C(C(C(O2)CO)O)O)N. (4) Drug 1: CC1OCC2C(O1)C(C(C(O2)OC3C4COC(=O)C4C(C5=CC6=C(C=C35)OCO6)C7=CC(=C(C(=C7)OC)O)OC)O)O. Drug 2: CC1C(C(CC(O1)OC2CC(CC3=C2C(=C4C(=C3O)C(=O)C5=C(C4=O)C(=CC=C5)OC)O)(C(=O)CO)O)N)O.Cl. Cell line: LOX IMVI. Synergy scores: CSS=60.3, Synergy_ZIP=-5.23, Synergy_Bliss=-7.96, Synergy_Loewe=-2.01, Synergy_HSA=-0.758. (5) Drug 1: C1=CN(C(=O)N=C1N)C2C(C(C(O2)CO)O)O.Cl. Drug 2: C1=CN(C=N1)CC(O)(P(=O)(O)O)P(=O)(O)O. Cell line: MDA-MB-231. Synergy scores: CSS=17.9, Synergy_ZIP=-3.73, Synergy_Bliss=-0.433, Synergy_Loewe=-8.92, Synergy_HSA=-0.595. (6) Synergy scores: CSS=4.63, Synergy_ZIP=-0.246, Synergy_Bliss=3.43, Synergy_Loewe=1.09, Synergy_HSA=1.40. Drug 1: CN1CCC(CC1)COC2=C(C=C3C(=C2)N=CN=C3NC4=C(C=C(C=C4)Br)F)OC. Cell line: HCT116. Drug 2: CCCS(=O)(=O)NC1=C(C(=C(C=C1)F)C(=O)C2=CNC3=C2C=C(C=N3)C4=CC=C(C=C4)Cl)F. (7) Drug 1: C1=CC=C(C(=C1)C(C2=CC=C(C=C2)Cl)C(Cl)Cl)Cl. Drug 2: C(CN)CNCCSP(=O)(O)O. Cell line: MCF7. Synergy scores: CSS=0.110, Synergy_ZIP=8.68, Synergy_Bliss=-3.37, Synergy_Loewe=1.65, Synergy_HSA=-1.66. (8) Drug 1: CN1CCC(CC1)COC2=C(C=C3C(=C2)N=CN=C3NC4=C(C=C(C=C4)Br)F)OC. Drug 2: CC1CCC2CC(C(=CC=CC=CC(CC(C(=O)C(C(C(=CC(C(=O)CC(OC(=O)C3CCCCN3C(=O)C(=O)C1(O2)O)C(C)CC4CCC(C(C4)OC)O)C)C)O)OC)C)C)C)OC. Cell line: MOLT-4. Synergy scores: CSS=31.7, Synergy_ZIP=-0.743, Synergy_Bliss=0.119, Synergy_Loewe=-13.0, Synergy_HSA=2.87. (9) Drug 1: C1CCN(CC1)CCOC2=CC=C(C=C2)C(=O)C3=C(SC4=C3C=CC(=C4)O)C5=CC=C(C=C5)O. Synergy scores: CSS=31.2, Synergy_ZIP=2.65, Synergy_Bliss=3.82, Synergy_Loewe=0.164, Synergy_HSA=1.19. Cell line: SK-OV-3. Drug 2: CC1C(C(CC(O1)OC2CC(CC3=C2C(=C4C(=C3O)C(=O)C5=CC=CC=C5C4=O)O)(C(=O)C)O)N)O. (10) Drug 1: CC1=C(C=C(C=C1)NC(=O)C2=CC=C(C=C2)CN3CCN(CC3)C)NC4=NC=CC(=N4)C5=CN=CC=C5. Drug 2: C1=CC=C(C=C1)NC(=O)CCCCCCC(=O)NO. Cell line: COLO 205. Synergy scores: CSS=-2.27, Synergy_ZIP=0.105, Synergy_Bliss=-2.32, Synergy_Loewe=-13.9, Synergy_HSA=-7.70.